Dataset: Forward reaction prediction with 1.9M reactions from USPTO patents (1976-2016). Task: Predict the product of the given reaction. (1) Given the reactants [OH:1][CH2:2][C:3]1[N:7]([C:8]2[CH:15]=[CH:14][C:11]([C:12]#[N:13])=[CH:10][CH:9]=2)[N:6]=[N:5][CH:4]=1, predict the reaction product. The product is: [CH:2]([C:3]1[N:7]([C:8]2[CH:15]=[CH:14][C:11]([C:12]#[N:13])=[CH:10][CH:9]=2)[N:6]=[N:5][CH:4]=1)=[O:1]. (2) Given the reactants [F:1][C:2]1[CH:7]=[CH:6][C:5]([N:8]2[C:12]([C:13]3[N:14]=[CH:15][NH:16][CH:17]=3)=[C:11]([CH3:18])[N:10]=[N:9]2)=[CH:4][CH:3]=1.[CH3:19][C:20]([C:22]1[CH:27]=[CH:26][C:25](F)=[CH:24][CH:23]=1)=[O:21].C(=O)([O-])[O-].[K+].[K+].Cl, predict the reaction product. The product is: [F:1][C:2]1[CH:7]=[CH:6][C:5]([N:8]2[C:12]([C:13]3[N:14]=[CH:15][N:16]([C:25]4[CH:26]=[CH:27][C:22]([C:20](=[O:21])[CH3:19])=[CH:23][CH:24]=4)[CH:17]=3)=[C:11]([CH3:18])[N:10]=[N:9]2)=[CH:4][CH:3]=1. (3) Given the reactants [CH:1]1[C:13]2[NH:12][C:11]3[C:6](=[CH:7][CH:8]=[CH:9][CH:10]=3)[C:5]=2[CH:4]=[CH:3][CH:2]=1.CN(C=O)C.[H-].[Na+].Cl.Cl[CH2:23][CH:24]([N:26]([CH3:28])[CH3:27])[CH3:25], predict the reaction product. The product is: [CH:10]1[C:11]2[N:12]([CH2:23][CH:24]([N:26]([CH3:28])[CH3:27])[CH3:25])[C:13]3[C:5](=[CH:4][CH:3]=[CH:2][CH:1]=3)[C:6]=2[CH:7]=[CH:8][CH:9]=1. (4) Given the reactants [NH2:1][C@H:2]([C:8]([OH:10])=[O:9])[CH2:3][CH2:4][CH2:5][CH2:6][NH2:7], predict the reaction product. The product is: [C:8]([OH:10])(=[O:9])[CH3:2].[NH2:1][C@H:2]([C:8]([OH:10])=[O:9])[CH2:3][CH2:4][CH2:5][CH2:6][NH2:7]. (5) Given the reactants [C:1]([C:4]1[CH:9]=[CH:8][C:7]([N:10]([CH3:15])[S:11]([CH3:14])(=[O:13])=[O:12])=[CH:6][CH:5]=1)(=[O:3])[CH3:2].[CH:16]([C:18]1[C:30]([O:31][CH3:32])=[CH:29][C:21]([O:22][C:23]([CH3:28])([CH3:27])[C:24]([OH:26])=[O:25])=[C:20]([C:33]2[S:34][CH:35]=[CH:36][CH:37]=2)[CH:19]=1)=O.C[O-].[Li+], predict the reaction product. The product is: [CH3:14][S:11]([N:10]([CH3:15])[C:7]1[CH:6]=[CH:5][C:4]([C:1](=[O:3])/[CH:2]=[CH:16]/[C:18]2[C:30]([O:31][CH3:32])=[CH:29][C:21]([O:22][C:23]([CH3:28])([CH3:27])[C:24]([OH:26])=[O:25])=[C:20]([C:33]3[S:34][CH:35]=[CH:36][CH:37]=3)[CH:19]=2)=[CH:9][CH:8]=1)(=[O:12])=[O:13]. (6) Given the reactants [C:1]([O:5][C:6]([NH:8][C@@H:9]([C:11]1[O:15][N:14]=[C:13]([C:16]([O:18]CC)=[O:17])[CH:12]=1)[CH3:10])=[O:7])([CH3:4])([CH3:3])[CH3:2].[Li+].[OH-], predict the reaction product. The product is: [C:1]([O:5][C:6]([NH:8][C@@H:9]([C:11]1[O:15][N:14]=[C:13]([C:16]([OH:18])=[O:17])[CH:12]=1)[CH3:10])=[O:7])([CH3:2])([CH3:3])[CH3:4].